This data is from Forward reaction prediction with 1.9M reactions from USPTO patents (1976-2016). The task is: Predict the product of the given reaction. (1) Given the reactants [CH3:1][C:2]([CH3:22])([CH3:21])[C@@H:3]([OH:20])[CH2:4][C:5]1[O:6][C:7]([C:10]2[CH:15]=[CH:14][C:13]([C:16]([F:19])([F:18])[F:17])=[CH:12][CH:11]=2)=[N:8][N:9]=1.[N:23]([C@@H:26]([CH2:31][CH2:32][CH2:33][CH3:34])[C:27]([O:29][CH3:30])=[O:28])=[C:24]=[O:25], predict the reaction product. The product is: [CH3:1][C:2]([CH3:22])([CH3:21])[C@@H:3]([O:20][C:24]([NH:23][C@@H:26]([CH2:31][CH2:32][CH2:33][CH3:34])[C:27]([O:29][CH3:30])=[O:28])=[O:25])[CH2:4][C:5]1[O:6][C:7]([C:10]2[CH:15]=[CH:14][C:13]([C:16]([F:19])([F:18])[F:17])=[CH:12][CH:11]=2)=[N:8][N:9]=1. (2) Given the reactants [Br:1][C:2]1[CH:14]=[CH:13][C:5]([CH2:6][S:7]([CH2:10][CH2:11]O)(=[O:9])=[O:8])=[CH:4][CH:3]=1.C(N(CC)CC)C.CS(Cl)(=O)=O.C(=O)([O-])O.[Na+], predict the reaction product. The product is: [Br:1][C:2]1[CH:3]=[CH:4][C:5]([CH2:6][S:7]([CH:10]=[CH2:11])(=[O:9])=[O:8])=[CH:13][CH:14]=1.